Dataset: Reaction yield outcomes from USPTO patents with 853,638 reactions. Task: Predict the reaction yield, written as a fraction of the theoretical maximum amount of product (1.0 means a 100% yield; for example, 0.34 means a 34% yield). The catalyst is O1CCOCC1.O.C1C=CC([P]([Pd]([P](C2C=CC=CC=2)(C2C=CC=CC=2)C2C=CC=CC=2)([P](C2C=CC=CC=2)(C2C=CC=CC=2)C2C=CC=CC=2)[P](C2C=CC=CC=2)(C2C=CC=CC=2)C2C=CC=CC=2)(C2C=CC=CC=2)C2C=CC=CC=2)=CC=1. The product is [S:37]1[C:33]2[CH:32]=[CH:31][C:30]([C:2]3[CH:21]=[CH:20][C:5]([C:6]([N:8]4[CH2:13][CH2:12][N:11]([C:14]([C:16]5([OH:19])[CH2:18][CH2:17]5)=[O:15])[CH2:10][CH2:9]4)=[O:7])=[CH:4][CH:3]=3)=[CH:38][C:34]=2[N:35]=[CH:36]1. The reactants are Br[C:2]1[CH:21]=[CH:20][C:5]([C:6]([N:8]2[CH2:13][CH2:12][N:11]([C:14]([C:16]3([OH:19])[CH2:18][CH2:17]3)=[O:15])[CH2:10][CH2:9]2)=[O:7])=[CH:4][CH:3]=1.CC1(C)C(C)(C)OB([C:30]2[CH:31]=[CH:32][C:33]3[S:37][CH:36]=[N:35][C:34]=3[CH:38]=2)O1.C(=O)([O-])[O-].[Na+].[Na+]. The yield is 0.350.